Dataset: Forward reaction prediction with 1.9M reactions from USPTO patents (1976-2016). Task: Predict the product of the given reaction. (1) Given the reactants FC(F)(F)C(O)=O.[NH2:8][C:9](=[O:50])[CH:10]([C:12]1[CH:49]=[CH:48][CH:47]=[CH:46][C:13]=1[CH2:14][CH2:15][C:16]1[C:21]([C:22]([F:25])([F:24])[F:23])=[CH:20][N:19]=[C:18]([NH:26][C:27]2[CH:32]=[CH:31][C:30]([CH:33]3[CH2:38][CH2:37][N:36](C(OC(C)(C)C)=O)[CH2:35][CH2:34]3)=[CH:29][CH:28]=2)[N:17]=1)[CH3:11].C1CCCCC1, predict the reaction product. The product is: [NH:36]1[CH2:37][CH2:38][CH:33]([C:30]2[CH:29]=[CH:28][C:27]([NH:26][C:18]3[N:17]=[C:16]([CH2:15][CH2:14][C:13]4[CH:46]=[CH:47][CH:48]=[CH:49][C:12]=4[CH:10]([CH3:11])[C:9]([NH2:8])=[O:50])[C:21]([C:22]([F:25])([F:24])[F:23])=[CH:20][N:19]=3)=[CH:32][CH:31]=2)[CH2:34][CH2:35]1. (2) Given the reactants [C:1]([O:5][C:6](=[O:14])[NH:7][CH:8]1[CH2:13][CH2:12][NH:11][CH2:10][CH2:9]1)([CH3:4])([CH3:3])[CH3:2].[Cl:15][C:16]1[CH:23]=[CH:22][C:19]([CH:20]=O)=[CH:18][C:17]=1[O:24][CH2:25][CH3:26].C(O)(=O)C.C([BH3-])#N.[Na+], predict the reaction product. The product is: [C:1]([O:5][C:6](=[O:14])[NH:7][CH:8]1[CH2:13][CH2:12][N:11]([CH2:20][C:19]2[CH:22]=[CH:23][C:16]([Cl:15])=[C:17]([O:24][CH2:25][CH3:26])[CH:18]=2)[CH2:10][CH2:9]1)([CH3:4])([CH3:2])[CH3:3]. (3) Given the reactants Br[C:2]1[N:3]=[C:4]2[C:10]([C:11]([NH:13][C:14]([CH3:18])([CH3:17])[CH2:15][OH:16])=[O:12])=[CH:9][N:8]([CH2:19][O:20][CH2:21][CH2:22][Si:23]([CH3:26])([CH3:25])[CH3:24])[C:5]2=[N:6][CH:7]=1.[N:27]1[CH:32]=[CH:31][CH:30]=[C:29]([NH2:33])[CH:28]=1.CC1(C)C2C(=C(P(C3C=CC=CC=3)C3C=CC=CC=3)C=CC=2)OC2C(P(C3C=CC=CC=3)C3C=CC=CC=3)=CC=CC1=2.C(=O)([O-])[O-].[Cs+].[Cs+], predict the reaction product. The product is: [OH:16][CH2:15][C:14]([NH:13][C:11]([C:10]1[C:4]2[C:5](=[N:6][CH:7]=[C:2]([NH:33][C:29]3[CH:28]=[N:27][CH:32]=[CH:31][CH:30]=3)[N:3]=2)[N:8]([CH2:19][O:20][CH2:21][CH2:22][Si:23]([CH3:26])([CH3:25])[CH3:24])[CH:9]=1)=[O:12])([CH3:18])[CH3:17]. (4) Given the reactants [CH:1]([C:3]1[CH:19]=[CH:18][C:6]([O:7][C:8]2[CH:17]=[CH:16][C:11]([C:12]([O:14][CH3:15])=[O:13])=[CH:10][CH:9]=2)=[CH:5][CH:4]=1)=[O:2].[BH4-].[Na+], predict the reaction product. The product is: [OH:2][CH2:1][C:3]1[CH:19]=[CH:18][C:6]([O:7][C:8]2[CH:17]=[CH:16][C:11]([C:12]([O:14][CH3:15])=[O:13])=[CH:10][CH:9]=2)=[CH:5][CH:4]=1.